This data is from Catalyst prediction with 721,799 reactions and 888 catalyst types from USPTO. The task is: Predict which catalyst facilitates the given reaction. (1) Reactant: [F-:1].[K+].[C:3]([O:7][C@@H:8]([C@H:10]1[CH2:14][O:13][C:12](=[O:15])[N:11]1[C:16]1[CH:21]=[C:20]([CH3:22])[N:19]=[C:18](Cl)[N:17]=1)[CH3:9])([CH3:6])([CH3:5])[CH3:4]. Product: [C:3]([O:7][C@@H:8]([C@H:10]1[CH2:14][O:13][C:12](=[O:15])[N:11]1[C:16]1[CH:21]=[C:20]([CH3:22])[N:19]=[C:18]([F:1])[N:17]=1)[CH3:9])([CH3:6])([CH3:5])[CH3:4]. The catalyst class is: 829. (2) Reactant: [S:1](Cl)([C:4]1[C:16]2[CH:15]=[CH:14][CH:13]=[C:9]([N:10]([CH3:12])[CH3:11])[C:8]=2[CH:7]=[CH:6][CH:5]=1)(=[O:3])=[O:2].[Br:18][C:19]1[C:20]([CH3:36])=[N:21][O:22][C:23]=1[NH:24][S:25]([C:28]1[CH:32]=[CH:31][S:30][C:29]=1[C:33]([NH2:35])=[O:34])(=[O:27])=[O:26].[H-].[Na+]. Product: [Br:18][C:19]1[C:20]([CH3:36])=[N:21][O:22][C:23]=1[NH:24][S:25]([C:28]1[CH:32]=[CH:31][S:30][C:29]=1[C:33]([NH:35][S:1]([C:4]1[C:16]2[C:8](=[C:9]([N:10]([CH3:12])[CH3:11])[CH:13]=[CH:14][CH:15]=2)[CH:7]=[CH:6][CH:5]=1)(=[O:3])=[O:2])=[O:34])(=[O:27])=[O:26]. The catalyst class is: 6. (3) Reactant: [CH:1]1([C@@H:7]([NH:9][C:10]([C:12]2[C:21]3[C:16](=[CH:17][CH:18]=[CH:19][CH:20]=3)[N:15]=[C:14]([C:22]3[S:23][CH:24]=[CH:25][CH:26]=3)[C:13]=2[CH2:27][N:28]2[CH2:33][CH2:32][N:31]([C:34](Cl)=[O:35])[CH2:30][CH2:29]2)=[O:11])[CH3:8])[CH2:6][CH2:5][CH2:4][CH2:3][CH2:2]1.[NH:37]1[CH2:41][CH2:40][CH2:39][C@@H:38]1[CH2:42][OH:43].C(N(CC)CC)C. Product: [CH:1]1([C@@H:7]([NH:9][C:10]([C:12]2[C:21]3[C:16](=[CH:17][CH:18]=[CH:19][CH:20]=3)[N:15]=[C:14]([C:22]3[S:23][CH:24]=[CH:25][CH:26]=3)[C:13]=2[CH2:27][N:28]2[CH2:33][CH2:32][N:31]([C:34]([N:37]3[CH2:41][CH2:40][CH2:39][C@@H:38]3[CH2:42][OH:43])=[O:35])[CH2:30][CH2:29]2)=[O:11])[CH3:8])[CH2:6][CH2:5][CH2:4][CH2:3][CH2:2]1. The catalyst class is: 2. (4) Reactant: [H-].[Na+].[C:3]([SiH2:7][O:8][C:9]([CH3:19])([CH3:18])[C:10]1[C:15]([CH3:16])=[CH:14][N:13]=[C:12]([NH2:17])[CH:11]=1)([CH3:6])([CH3:5])[CH3:4].Cl[C:21]1[S:22][C:23]([C:26]#[N:27])=[CH:24][N:25]=1.Cl. Product: [C:3]([SiH2:7][O:8][C:9]([CH3:19])([CH3:18])[C:10]1[C:15]([CH3:16])=[CH:14][N:13]=[C:12]([NH:17][C:21]2[S:22][C:23]([C:26]#[N:27])=[CH:24][N:25]=2)[CH:11]=1)([CH3:6])([CH3:5])[CH3:4]. The catalyst class is: 90. (5) Reactant: Br[C:2]1[CH:7]=[CH:6][C:5]([C:8]2[CH:9]=[N:10][N:11]([CH2:13][CH2:14][O:15][CH3:16])[CH:12]=2)=[CH:4][CH:3]=1.[B:17]1([B:17]2[O:21][C:20]([CH3:23])([CH3:22])[C:19]([CH3:25])([CH3:24])[O:18]2)[O:21][C:20]([CH3:23])([CH3:22])[C:19]([CH3:25])([CH3:24])[O:18]1.CC(C1C=C(C(C)C)C(C2C=CC=CC=2P(C2CCCCC2)C2CCCCC2)=C(C(C)C)C=1)C.C([O-])(=O)C.[K+]. Product: [CH3:16][O:15][CH2:14][CH2:13][N:11]1[CH:12]=[C:8]([C:5]2[CH:6]=[CH:7][C:2]([B:17]3[O:21][C:20]([CH3:23])([CH3:22])[C:19]([CH3:25])([CH3:24])[O:18]3)=[CH:3][CH:4]=2)[CH:9]=[N:10]1. The catalyst class is: 62. (6) Reactant: CCCCCC.[S:7]1[CH:11]=[CH:10][C:9]2[CH:12]=[CH:13][CH:14]=[CH:15][C:8]1=2.[Br:16][C:17]1[CH:18]=[CH:19][C:20]([O:25][CH3:26])=[C:21]([CH:24]=1)[CH:22]=[O:23].[Cl-].[NH4+]. Product: [S:7]1[C:8]2[CH:15]=[CH:14][CH:13]=[CH:12][C:9]=2[CH:10]=[C:11]1[CH:22]([C:21]1[CH:24]=[C:17]([Br:16])[CH:18]=[CH:19][C:20]=1[O:25][CH3:26])[OH:23]. The catalyst class is: 7. (7) Reactant: [C:1]([CH2:3][C@H:4]1[CH2:9][CH2:8][C@H:7]([NH:10][C:11]2[C:16]([N+:17]([O-])=O)=[CH:15][N:14]=[C:13]3[CH:20]=[CH:21][S:22][C:12]=23)[CH2:6][C@H:5]1[NH:23][C:24](=[O:33])[O:25][CH2:26][C:27]1[CH:32]=[CH:31][CH:30]=[CH:29][CH:28]=1)#[N:2]. Product: [NH2:17][C:16]1[C:11]([NH:10][C@@H:7]2[CH2:6][C@@H:5]([NH:23][C:24](=[O:33])[O:25][CH2:26][C:27]3[CH:32]=[CH:31][CH:30]=[CH:29][CH:28]=3)[C@@H:4]([CH2:3][C:1]#[N:2])[CH2:9][CH2:8]2)=[C:12]2[S:22][CH:21]=[CH:20][C:13]2=[N:14][CH:15]=1. The catalyst class is: 43. (8) Reactant: [H-].C([Al+]CC(C)C)C(C)C.[Br:11][C:12]1[CH:13]=[C:14]([CH:18]([N:25]2[CH:29]=[C:28]([C:30]3[C:31]4[CH:38]=[CH:37][N:36]([CH2:39][O:40][CH2:41][CH2:42][Si:43]([CH3:46])([CH3:45])[CH3:44])[C:32]=4[N:33]=[CH:34][N:35]=3)[CH:27]=[N:26]2)[CH2:19][C:20](OCC)=[O:21])[CH:15]=[CH:16][CH:17]=1.C(Cl)Cl. Product: [Br:11][C:12]1[CH:13]=[C:14]([CH:18]([N:25]2[CH:29]=[C:28]([C:30]3[C:31]4[CH:38]=[CH:37][N:36]([CH2:39][O:40][CH2:41][CH2:42][Si:43]([CH3:44])([CH3:46])[CH3:45])[C:32]=4[N:33]=[CH:34][N:35]=3)[CH:27]=[N:26]2)[CH2:19][CH:20]=[O:21])[CH:15]=[CH:16][CH:17]=1. The catalyst class is: 81. (9) Reactant: [CH3:1][O:2][C:3](=[O:40])[C:4]([NH:32][C:33]([O:35][C:36]([CH3:39])([CH3:38])[CH3:37])=[O:34])=[CH:5][C:6]1[CH:31]=[CH:30][C:9]2[O:10][C@@H:11]([C:14]3[CH:19]=[CH:18][CH:17]=[C:16]([O:20][CH2:21][C:22]4[CH:27]=[CH:26][C:25]([Cl:28])=[C:24]([Cl:29])[CH:23]=4)[CH:15]=3)[CH2:12][O:13][C:8]=2[CH:7]=1. Product: [CH3:1][O:2][C:3](=[O:40])[C@@H:4]([NH:32][C:33]([O:35][C:36]([CH3:38])([CH3:37])[CH3:39])=[O:34])[CH2:5][C:6]1[CH:31]=[CH:30][C:9]2[O:10][C@@H:11]([C:14]3[CH:19]=[CH:18][CH:17]=[C:16]([O:20][CH2:21][C:22]4[CH:27]=[CH:26][C:25]([Cl:28])=[C:24]([Cl:29])[CH:23]=4)[CH:15]=3)[CH2:12][O:13][C:8]=2[CH:7]=1. The catalyst class is: 91. (10) The catalyst class is: 44. Reactant: [CH3:1][C:2]1[C:10]2[C:5](=[CH:6][CH:7]=[C:8]([CH3:31])[C:9]=2[C:11]2[N:12]=[C:13]([N:21]3[CH2:26][CH2:25][C@@H:24]([O:27][CH3:28])[C:23]([CH3:30])([CH3:29])[CH2:22]3)[C:14]3[CH2:20][NH:19][CH2:18][CH2:17][C:15]=3[N:16]=2)[N:4]([S:32]([C:35]2[CH:41]=[CH:40][C:38]([CH3:39])=[CH:37][CH:36]=2)(=[O:34])=[O:33])[N:3]=1.Cl[C:43]1[N:47]([CH3:48])[N:46]=[C:45]([CH:49]([F:51])[F:50])[C:44]=1[CH:52]=[O:53].[F-].[Cs+]. Product: [F:51][CH:49]([F:50])[C:45]1[C:44]([CH:52]=[O:53])=[C:43]([N:19]2[CH2:18][CH2:17][C:15]3[N:16]=[C:11]([C:9]4[C:8]([CH3:31])=[CH:7][CH:6]=[C:5]5[C:10]=4[C:2]([CH3:1])=[N:3][N:4]5[S:32]([C:35]4[CH:41]=[CH:40][C:38]([CH3:39])=[CH:37][CH:36]=4)(=[O:33])=[O:34])[N:12]=[C:13]([N:21]4[CH2:26][CH2:25][C@@H:24]([O:27][CH3:28])[C:23]([CH3:30])([CH3:29])[CH2:22]4)[C:14]=3[CH2:20]2)[N:47]([CH3:48])[N:46]=1.